This data is from TCR-epitope binding with 47,182 pairs between 192 epitopes and 23,139 TCRs. The task is: Binary Classification. Given a T-cell receptor sequence (or CDR3 region) and an epitope sequence, predict whether binding occurs between them. (1) The epitope is LEPLVDLPI. The TCR CDR3 sequence is CASSLTGATNEKLFF. Result: 0 (the TCR does not bind to the epitope). (2) The epitope is RISNCVADY. Result: 1 (the TCR binds to the epitope). The TCR CDR3 sequence is CASSLGLGTAYEQYF. (3) The epitope is IPIQASLPF. The TCR CDR3 sequence is CASSSGGPPLHF. Result: 0 (the TCR does not bind to the epitope). (4) The epitope is FIAGLIAIV. The TCR CDR3 sequence is CASSPDSKETQYF. Result: 1 (the TCR binds to the epitope). (5) The epitope is RLRAEAQVK. The TCR CDR3 sequence is CASIKNVGWETQYF. Result: 1 (the TCR binds to the epitope).